This data is from Catalyst prediction with 721,799 reactions and 888 catalyst types from USPTO. The task is: Predict which catalyst facilitates the given reaction. (1) Reactant: [NH2:1][C:2]1[N:7]=[CH:6][C:5]([C:8]2[CH:9]=[C:10]([CH:17]=[CH:18][CH:19]=2)[O:11][CH2:12][C:13]([O:15]C)=[O:14])=[CH:4][C:3]=1[C:20]1[S:21][C:22]2[CH:28]=[CH:27][CH:26]=[CH:25][C:23]=2[N:24]=1.[OH-].[Na+].Cl. Product: [NH2:1][C:2]1[N:7]=[CH:6][C:5]([C:8]2[CH:9]=[C:10]([CH:17]=[CH:18][CH:19]=2)[O:11][CH2:12][C:13]([OH:15])=[O:14])=[CH:4][C:3]=1[C:20]1[S:21][C:22]2[CH:28]=[CH:27][CH:26]=[CH:25][C:23]=2[N:24]=1. The catalyst class is: 88. (2) Reactant: [NH2:1][C@H:2]1[C@H:6]([C:7]2[CH:12]=[CH:11][C:10]([F:13])=[C:9]([F:14])[CH:8]=2)[CH2:5][N:4]([C@H:15]([C:18]([F:21])([F:20])[F:19])[CH2:16][OH:17])[CH2:3]1.[CH3:22][C:23]([O:26][C:27](O[C:27]([O:26][C:23]([CH3:25])([CH3:24])[CH3:22])=[O:28])=[O:28])([CH3:25])[CH3:24]. Product: [F:14][C:9]1[CH:8]=[C:7]([C@@H:6]2[CH2:5][N:4]([C@@H:15]([CH2:16][OH:17])[C:18]([F:21])([F:20])[F:19])[CH2:3][C@H:2]2[NH:1][C:27](=[O:28])[O:26][C:23]([CH3:25])([CH3:24])[CH3:22])[CH:12]=[CH:11][C:10]=1[F:13]. The catalyst class is: 79. (3) Reactant: C([NH:4][C:5]1[CH:13]=[CH:12][C:8]([C:9]([OH:11])=[O:10])=[C:7]([CH3:14])[CH:6]=1)(=O)C.[N+:15]([O-])([OH:17])=[O:16]. Product: [NH2:4][C:5]1[CH:13]=[CH:12][C:8]([C:9]([OH:11])=[O:10])=[C:7]([CH3:14])[C:6]=1[N+:15]([O-:17])=[O:16]. The catalyst class is: 445. (4) Reactant: C(OC(=O)[NH:7][CH:8]([CH:11]([C:13]1[O:14][C:15]([CH:18]2[CH2:20][CH2:19]2)=[N:16][N:17]=1)[OH:12])[CH2:9][CH3:10])(C)(C)C.[F:22][C:23]([F:28])([F:27])[C:24]([OH:26])=[O:25]. Product: [F:22][C:23]([F:28])([F:27])[C:24]([OH:26])=[O:25].[NH2:7][CH:8]([CH2:9][CH3:10])[C@@H:11]([C:13]1[O:14][C:15]([CH:18]2[CH2:20][CH2:19]2)=[N:16][N:17]=1)[OH:12]. The catalyst class is: 4. (5) Reactant: [CH:1]([C:3]1[CH:11]=[CH:10][CH:9]=[CH:8][C:4]=1[C:5]([OH:7])=O)=O.[NH2:12][CH2:13][CH2:14][C:15]1[CH:20]=[CH:19][CH:18]=[CH:17][N:16]=1.C(O[BH-](OC(=O)C)OC(=O)C)(=O)C.[Na+].C(=O)([O-])[O-].[K+].[K+]. Product: [N:16]1[CH:17]=[CH:18][CH:19]=[CH:20][C:15]=1[CH2:14][CH2:13][N:12]1[CH2:1][C:3]2[C:4](=[CH:8][CH:9]=[CH:10][CH:11]=2)[C:5]1=[O:7]. The catalyst class is: 46. (6) Reactant: [F-].[CH2:2]([N+](CCCC)(CCCC)CCCC)[CH2:3]CC.[F:19][C:20]1[CH:21]=[C:22]2[C:26](=[CH:27][CH:28]=1)[N:25]([C:29]([C:31]1[CH:36]=[C:35]([N:37]3[CH2:42][CH2:41][CH:40]([N:43]4[CH2:49][CH2:48][C:47]5[CH:50]=[C:51]([O:54][CH3:55])[CH:52]=[CH:53][C:46]=5[NH:45][C:44]4=[O:56])[CH2:39][CH:38]3C#C)[C:34]([Si](C)(C)C)=[CH:33][N:32]=1)=[O:30])[CH2:24][CH2:23]2.Cl. Product: [C:2]([C:34]1[C:35]([N:37]2[CH2:38][CH2:39][CH:40]([N:43]3[CH2:49][CH2:48][C:47]4[CH:50]=[C:51]([O:54][CH3:55])[CH:52]=[CH:53][C:46]=4[NH:45][C:44]3=[O:56])[CH2:41][CH2:42]2)=[CH:36][C:31]([C:29]([N:25]2[C:26]3[C:22](=[CH:21][C:20]([F:19])=[CH:28][CH:27]=3)[CH2:23][CH2:24]2)=[O:30])=[N:32][CH:33]=1)#[CH:3]. The catalyst class is: 1. (7) Reactant: [CH3:1][S:2][C:3]1[N:8]=[C:7]([NH:9][CH3:10])[C:6]([N+:11]([O-:13])=[O:12])=[C:5]([NH:14][CH3:15])[N:4]=1.ClC1C=CC=C(C(OO)=[O:24])C=1. Product: [CH3:1][S:2]([C:3]1[N:4]=[C:5]([NH:14][CH3:15])[C:6]([N+:11]([O-:13])=[O:12])=[C:7]([NH:9][CH3:10])[N:8]=1)=[O:24]. The catalyst class is: 61.